Dataset: Catalyst prediction with 721,799 reactions and 888 catalyst types from USPTO. Task: Predict which catalyst facilitates the given reaction. Reactant: Cl.[F:2][C:3]1[CH:4]=[N:5][C:6]([C@@H:9]([NH2:11])[CH3:10])=[N:7][CH:8]=1.[Br:12][C:13]1[C:14]([NH:20][C:21]2[CH:25]=[C:24]([O:26][CH3:27])[NH:23][N:22]=2)=[N:15][C:16](Cl)=[N:17][CH:18]=1.CCN(C(C)C)C(C)C. Product: [Br:12][C:13]1[C:14]([NH:20][C:21]2[CH:25]=[C:24]([O:26][CH3:27])[NH:23][N:22]=2)=[N:15][C:16]([NH:11][C@H:9]([C:6]2[N:7]=[CH:8][C:3]([F:2])=[CH:4][N:5]=2)[CH3:10])=[N:17][CH:18]=1. The catalyst class is: 114.